Dataset: Full USPTO retrosynthesis dataset with 1.9M reactions from patents (1976-2016). Task: Predict the reactants needed to synthesize the given product. (1) Given the product [CH2:27]([N:24]1[CH2:23][CH2:22][CH:21]([N:9]2[C:8]3[CH:7]=[CH:6][C:5]([C:3]([OH:4])=[O:2])=[CH:18][C:17]=3[O:16][C:15]3[C:10]2=[CH:11][CH:12]=[CH:13][C:14]=3[O:19][CH3:20])[CH2:26][CH2:25]1)[C:28]1[CH:33]=[CH:32][CH:31]=[CH:30][CH:29]=1, predict the reactants needed to synthesize it. The reactants are: C[O:2][C:3]([C:5]1[CH:6]=[CH:7][C:8]2[N:9]([CH:21]3[CH2:26][CH2:25][N:24]([CH2:27][C:28]4[CH:33]=[CH:32][CH:31]=[CH:30][CH:29]=4)[CH2:23][CH2:22]3)[C:10]3[C:15]([O:16][C:17]=2[CH:18]=1)=[C:14]([O:19][CH3:20])[CH:13]=[CH:12][CH:11]=3)=[O:4].[OH-].[Na+].O.Cl. (2) Given the product [ClH:15].[CH3:16][O:17][C:18](=[O:21])[CH2:19][NH:20][CH2:35][C:34]1[CH:37]=[C:38]([O:41][C:42]([F:43])([F:44])[F:45])[CH:39]=[CH:40][C:33]=1[O:32][CH3:31], predict the reactants needed to synthesize it. The reactants are: C(O[BH-](OC(=O)C)OC(=O)C)(=O)C.[Na+].[ClH:15].[CH3:16][O:17][C:18](=[O:21])[CH2:19][NH2:20].C(N(CC)C(C)C)(C)C.[CH3:31][O:32][C:33]1[CH:40]=[CH:39][C:38]([O:41][C:42]([F:45])([F:44])[F:43])=[CH:37][C:34]=1[CH:35]=O. (3) Given the product [C:18]([O:17][C:16](=[O:22])[NH:15][C@H:11]([C:5]1[C:4]([CH:1]([OH:3])[CH3:2])=[CH:9][C:8]([Cl:10])=[CH:7][N:6]=1)[CH:12]([CH3:14])[CH3:13])([CH3:20])([CH3:21])[CH3:19], predict the reactants needed to synthesize it. The reactants are: [C:1]([C:4]1[C:5]([C@@H:11]([NH:15][C:16](=[O:22])[O:17][C:18]([CH3:21])([CH3:20])[CH3:19])[CH:12]([CH3:14])[CH3:13])=[N:6][CH:7]=[C:8]([Cl:10])[CH:9]=1)(=[O:3])[CH3:2].[BH4-].[Na+]. (4) Given the product [Cl:1][C:2]1[CH:7]=[CH:6][C:5]([Cl:8])=[CH:4][C:3]=1[S:9]([NH:12][C@@H:13]1[CH2:14][C@H:15]([CH2:25][O:26][C:27]2[CH:32]=[CH:31][CH:30]=[CH:29][CH:28]=2)[N:16]([C:18]#[N:35])[CH2:17]1)(=[O:10])=[O:11], predict the reactants needed to synthesize it. The reactants are: [Cl:1][C:2]1[CH:7]=[CH:6][C:5]([Cl:8])=[CH:4][C:3]=1[S:9]([NH:12][C@H:13]1[CH2:17][N:16]([C:18](OC(C)(C)C)=O)[C@@H:15]([CH2:25][O:26][C:27]2[CH:32]=[CH:31][CH:30]=[CH:29][CH:28]=2)[CH2:14]1)(=[O:11])=[O:10].CC[N:35](C(C)C)C(C)C.BrC#N.C(O)C(N)(CO)CO. (5) The reactants are: [C:1]([Si:5]([CH3:25])([CH3:24])[O:6][CH:7]([C:9]([CH3:23])([CH:21]=[CH2:22])[C:10](N1[C@@H](C(C)C)COC1=O)=[O:11])[CH3:8])([CH3:4])([CH3:3])[CH3:2].[OH:26]O.O.[OH-].[Li+]. Given the product [C:1]([Si:5]([CH3:25])([CH3:24])[O:6][CH:7]([C:9]([CH3:23])([CH:21]=[CH2:22])[C:10]([OH:11])=[O:26])[CH3:8])([CH3:2])([CH3:3])[CH3:4], predict the reactants needed to synthesize it. (6) Given the product [F:24][C:21]1[CH:20]=[CH:19][C:18]([NH:17][C:8]2[C:7]3[C:12](=[CH:13][C:14]([O:15][CH3:16])=[C:5]([OH:4])[CH:6]=3)[N:11]=[CH:10][N:9]=2)=[CH:23][CH:22]=1, predict the reactants needed to synthesize it. The reactants are: C([O:4][C:5]1[CH:6]=[C:7]2[C:12](=[CH:13][C:14]=1[O:15][CH3:16])[N:11]=[CH:10][N:9]=[C:8]2[NH:17][C:18]1[CH:23]=[CH:22][C:21]([F:24])=[CH:20][CH:19]=1)(=O)C.[OH-].[Na+].Cl. (7) Given the product [Cl:15][C:11]1[N:10]=[C:9]([C:6]2[CH:7]=[CH:8][C:3]([CH2:2][N:20]3[C:16](=[O:26])[C:17]4[C:18](=[CH:22][CH:23]=[CH:24][CH:25]=4)[C:19]3=[O:21])=[CH:4][CH:5]=2)[CH:14]=[CH:13][CH:12]=1, predict the reactants needed to synthesize it. The reactants are: Br[CH2:2][C:3]1[CH:8]=[CH:7][C:6]([C:9]2[CH:14]=[CH:13][CH:12]=[C:11]([Cl:15])[N:10]=2)=[CH:5][CH:4]=1.[C:16]1(=[O:26])[NH:20][C:19](=[O:21])[C:18]2=[CH:22][CH:23]=[CH:24][CH:25]=[C:17]12.[K]. (8) Given the product [C:1](=[O:46])([O:38][CH2:39][C:40]1[CH:41]=[CH:42][CH:43]=[CH:44][CH:45]=1)[O:2][C@H:3]1[CH2:7][C@H:6]([N:8]2[CH:13]=[C:12]3[CH:14]=[C:15]([C:17]4[CH:18]=[CH:19][C:20]([CH2:23][CH2:24][CH2:25][CH2:26][CH3:27])=[CH:21][CH:22]=4)[O:16][C:11]3=[N:10][C:9]2=[O:28])[O:5][C@@H:4]1[CH2:29][OH:30], predict the reactants needed to synthesize it. The reactants are: [C:1](=[O:46])([O:38][CH2:39][C:40]1[CH:45]=[CH:44][CH:43]=[CH:42][CH:41]=1)[O:2][C@H:3]1[CH2:7][C@H:6]([N:8]2[CH:13]=[C:12]3[CH:14]=[C:15]([C:17]4[CH:22]=[CH:21][C:20]([CH2:23][CH2:24][CH2:25][CH2:26][CH3:27])=[CH:19][CH:18]=4)[O:16][C:11]3=[N:10][C:9]2=[O:28])[O:5][C@@H:4]1[CH2:29][O:30][Si](C(C)(C)C)(C)C.CCOC(C)=O.Cl. (9) The reactants are: C[O:2][C:3](=[O:19])[CH:4]([C:9]1[CH:14]=[CH:13][CH:12]=[C:11]([F:15])[C:10]=1[N+:16]([O-:18])=[O:17])C(OC)=O. Given the product [F:15][C:11]1[C:10]([N+:16]([O-:18])=[O:17])=[C:9]([CH2:4][C:3]([OH:19])=[O:2])[CH:14]=[CH:13][CH:12]=1, predict the reactants needed to synthesize it. (10) Given the product [F:28][C:24]1[C:23]([C:29]2[CH:34]=[CH:33][CH:32]=[C:31]([CH3:35])[CH:30]=2)=[C:22]([C@@H:8]([C@@H:9]2[O:14][CH2:13][CH2:12][NH:11][CH2:10]2)[O:7][CH2:6][CH2:5][NH:4][C:1](=[O:3])[CH3:2])[CH:27]=[CH:26][CH:25]=1, predict the reactants needed to synthesize it. The reactants are: [C:1]([NH:4][CH2:5][CH2:6][O:7][C@@H:8]([C:22]1[CH:27]=[CH:26][CH:25]=[C:24]([F:28])[C:23]=1[C:29]1[CH:34]=[CH:33][CH:32]=[C:31]([CH3:35])[CH:30]=1)[C@@H:9]1[O:14][CH2:13][CH2:12][N:11](C(OC(C)(C)C)=O)[CH2:10]1)(=[O:3])[CH3:2].C([O-])(O)=O.[Na+].